This data is from Catalyst prediction with 721,799 reactions and 888 catalyst types from USPTO. The task is: Predict which catalyst facilitates the given reaction. (1) Reactant: Br[CH2:2][C:3]([NH:5][C@H:6]1[CH2:11][CH2:10][C@H:9]([O:12][C:13]2[CH:18]=[C:17]([N:19]3[C:23]4[CH:24]=[CH:25][CH:26]=[CH:27][C:22]=4[N:21]=[C:20]3[CH:28]([F:30])[F:29])[N:16]=[C:15]([N:31]3[CH2:36][CH2:35][O:34][CH2:33][CH2:32]3)[N:14]=2)[CH2:8][CH2:7]1)=[O:4].C(=O)([O-])[O-].[K+].[K+].[CH:43]1([NH2:47])[CH2:46][CH2:45][CH2:44]1.O. Product: [CH:43]1([NH:47][CH2:2][C:3]([NH:5][C@H:6]2[CH2:11][CH2:10][C@H:9]([O:12][C:13]3[CH:18]=[C:17]([N:19]4[C:23]5[CH:24]=[CH:25][CH:26]=[CH:27][C:22]=5[N:21]=[C:20]4[CH:28]([F:30])[F:29])[N:16]=[C:15]([N:31]4[CH2:36][CH2:35][O:34][CH2:33][CH2:32]4)[N:14]=3)[CH2:8][CH2:7]2)=[O:4])[CH2:46][CH2:45][CH2:44]1. The catalyst class is: 9. (2) Reactant: C[Si](C=[N+]=[N-])(C)C.[Br:8][C:9]1[CH:10]=[C:11]([CH2:17][C:18]([OH:20])=[O:19])[CH:12]=[CH:13][C:14]=1[O:15][CH3:16].[C:21](O)(=O)C. Product: [CH3:21][O:19][C:18](=[O:20])[CH2:17][C:11]1[CH:12]=[CH:13][C:14]([O:15][CH3:16])=[C:9]([Br:8])[CH:10]=1. The catalyst class is: 442. (3) Reactant: [CH:1]([C:4]1[CH:5]=[C:6]([C:10]2[N:15]=[CH:14][C:13]3[CH:16]=[N:17][N:18]([C:19]4[N:24]=[C:23]([N:25]5[CH2:30][CH2:29][CH2:28][C@H:27]([NH:31]C(=O)OC(C)(C)C)[CH2:26]5)[CH:22]=[CH:21][CH:20]=4)[C:12]=3[CH:11]=2)[CH:7]=[N:8][CH:9]=1)([CH3:3])[CH3:2]. Product: [CH:1]([C:4]1[CH:5]=[C:6]([C:10]2[N:15]=[CH:14][C:13]3[CH:16]=[N:17][N:18]([C:19]4[N:24]=[C:23]([N:25]5[CH2:30][CH2:29][CH2:28][C@H:27]([NH2:31])[CH2:26]5)[CH:22]=[CH:21][CH:20]=4)[C:12]=3[CH:11]=2)[CH:7]=[N:8][CH:9]=1)([CH3:3])[CH3:2]. The catalyst class is: 157. (4) Reactant: [Cl:1][C:2]1[CH:3]=[C:4]([C:8]2[C:9]3[N:10]([C:26]([CH2:29][CH3:30])=[CH:27][CH:28]=3)[N:11]=[C:12]([C:20]3[CH:25]=[CH:24][CH:23]=[CH:22][CH:21]=3)[C:13]=2[CH2:14][CH2:15][CH2:16][CH2:17][CH2:18]O)[CH:5]=[CH:6][CH:7]=1.[CH2:31]([N:33](CC)[CH2:34]C)C.CS(Cl)(=O)=O. Product: [Cl:1][C:2]1[CH:3]=[C:4]([C:8]2[C:9]3[N:10]([C:26]([CH2:29][CH3:30])=[CH:27][CH:28]=3)[N:11]=[C:12]([C:20]3[CH:25]=[CH:24][CH:23]=[CH:22][CH:21]=3)[C:13]=2[CH2:14][CH2:15][CH2:16][CH2:17][CH2:18][N:33]([CH3:34])[CH3:31])[CH:5]=[CH:6][CH:7]=1. The catalyst class is: 4. (5) Reactant: C([Mg]Cl)(C)C.I[C:7]1[CH:12]=[C:11]([S:13][CH3:14])[N:10]=[CH:9][N:8]=1.[Sn:15](Cl)([CH2:24][CH2:25][CH2:26][CH3:27])([CH2:20][CH2:21][CH2:22][CH3:23])[CH2:16][CH2:17][CH2:18][CH3:19]. Product: [CH3:14][S:13][C:11]1[CH:12]=[C:7]([Sn:15]([CH2:20][CH2:21][CH2:22][CH3:23])([CH2:24][CH2:25][CH2:26][CH3:27])[CH2:16][CH2:17][CH2:18][CH3:19])[N:8]=[CH:9][N:10]=1. The catalyst class is: 1. (6) Reactant: Cl[C:2]1[N:7]=[C:6]([C:8]2[C:9]([C:17]3[CH:18]=[CH:19][C:20]([O:32][CH3:33])=[C:21]([NH:23][C:24](=[O:31])[CH2:25][C:26]4[S:27][CH:28]=[CH:29][CH:30]=4)[CH:22]=3)=[N:10][N:11]3[CH:16]=[CH:15][CH:14]=[CH:13][C:12]=23)[CH:5]=[CH:4][N:3]=1.[CH3:34][N:35]([CH3:46])[CH:36]1[CH2:44][C:43]2[C:38](=[CH:39][CH:40]=[C:41]([NH2:45])[CH:42]=2)[CH2:37]1.Cl. Product: [CH3:34][N:35]([CH3:46])[CH:36]1[CH2:44][C:43]2[C:38](=[CH:39][CH:40]=[C:41]([NH:45][C:2]3[N:7]=[C:6]([C:8]4[C:9]([C:17]5[CH:18]=[CH:19][C:20]([O:32][CH3:33])=[C:21]([NH:23][C:24](=[O:31])[CH2:25][C:26]6[S:27][CH:28]=[CH:29][CH:30]=6)[CH:22]=5)=[N:10][N:11]5[CH:16]=[CH:15][CH:14]=[CH:13][C:12]=45)[CH:5]=[CH:4][N:3]=3)[CH:42]=2)[CH2:37]1. The catalyst class is: 41. (7) Reactant: O=[C:2]([CH2:6][CH2:7][C:8]([OH:10])=[O:9])[C:3]([OH:5])=[O:4].[NH4+:11].C([O-])=O.C(O)(=O)C(C)=O.N. Product: [NH2:11][C@H:2]([C:3]([OH:5])=[O:4])[CH2:6][CH2:7][C:8]([OH:10])=[O:9]. The catalyst class is: 6.